From a dataset of Full USPTO retrosynthesis dataset with 1.9M reactions from patents (1976-2016). Predict the reactants needed to synthesize the given product. (1) Given the product [C:1]([NH:4][CH2:5][CH2:6][CH2:7][S:8]([O:11][CH2:12][C:13]([CH3:34])([CH3:35])[C@@H:14]([OH:26])[C:15]([O:17][CH2:18][O:19][C:20]([O:22][CH:23]([CH3:24])[CH3:25])=[O:21])=[O:16])(=[O:9])=[O:10])(=[O:3])[CH3:2], predict the reactants needed to synthesize it. The reactants are: [C:1]([NH:4][CH2:5][CH2:6][CH2:7][S:8]([O:11][CH2:12][C:13]([CH3:35])([CH3:34])[C@@H:14]([O:26]CC1C=CC=CC=1)[C:15]([O:17][CH2:18][O:19][C:20]([O:22][CH:23]([CH3:25])[CH3:24])=[O:21])=[O:16])(=[O:10])=[O:9])(=[O:3])[CH3:2]. (2) Given the product [C:1]([O:5][C@@H:6]([C:12]1[C:33]([CH3:34])=[CH:32][C:15]2[N:16]=[C:17]([C:19]3[CH:24]=[CH:23][N:22]=[C:21]([N:25]4[CH2:26][CH2:27][O:54][CH2:29][CH2:30]4)[CH:20]=3)[S:18][C:14]=2[C:13]=1[C:47]1[CH:48]=[CH:49][C:44]([Cl:43])=[CH:45][CH:46]=1)[C:7]([O:9][CH2:10][CH3:11])=[O:8])([CH3:4])([CH3:2])[CH3:3], predict the reactants needed to synthesize it. The reactants are: [C:1]([O:5][C@@H:6]([C:12]1[C:33]([CH3:34])=[CH:32][C:15]2[N:16]=[C:17]([C:19]3[CH:24]=[CH:23][N:22]=[C:21]([N:25]4[CH2:30][CH2:29]N(C)[CH2:27][CH2:26]4)[CH:20]=3)[S:18][C:14]=2[C:13]=1OS(C(F)(F)F)(=O)=O)[C:7]([O:9][CH2:10][CH3:11])=[O:8])([CH3:4])([CH3:3])[CH3:2].[Cl:43][C:44]1[CH:49]=[CH:48][C:47](B(O)O)=[CH:46][CH:45]=1.C(=O)([O-])[O-:54].[K+].[K+]. (3) Given the product [N:30]1([CH2:36][CH2:37][NH:38][C:27]([CH:9]2[CH:8]([C:4]3[CH:5]=[CH:6][CH:7]=[C:2]([Cl:1])[CH:3]=3)[C:12]([C:15]3[CH:16]=[CH:17][C:18]([Cl:21])=[CH:19][CH:20]=3)([C:13]#[N:14])[CH:11]([CH2:22][C:23]([CH3:26])([CH3:24])[CH3:25])[NH:10]2)=[O:29])[CH2:35][CH2:34][O:33][CH2:32][CH2:31]1, predict the reactants needed to synthesize it. The reactants are: [Cl:1][C:2]1[CH:3]=[C:4]([CH:8]2[C:12]([C:15]3[CH:20]=[CH:19][C:18]([Cl:21])=[CH:17][CH:16]=3)([C:13]#[N:14])[CH:11]([CH2:22][C:23]([CH3:26])([CH3:25])[CH3:24])[NH:10][CH:9]2[C:27]([OH:29])=O)[CH:5]=[CH:6][CH:7]=1.[N:30]1([CH2:36][CH2:37][NH2:38])[CH2:35][CH2:34][O:33][CH2:32][CH2:31]1.F[P-](F)(F)(F)(F)F.N1(OC(N(C)C)=[N+](C)C)C2N=CC=CC=2N=N1.CCN(C(C)C)C(C)C. (4) Given the product [Br:1][C:2]1[CH:3]=[N:4][C:5]([F:13])=[C:6]([CH:11]=1)[C:7]([O:9][CH3:10])=[O:8], predict the reactants needed to synthesize it. The reactants are: [Br:1][C:2]1[CH:3]=[N:4][C:5](Cl)=[C:6]([CH:11]=1)[C:7]([O:9][CH3:10])=[O:8].[F-:13].[Cs+]. (5) Given the product [N:9]1[CH:14]=[CH:13][C:12]([CH2:15][O:16][C:2]2[S:6][N:5]=[C:4]([S:7][CH3:8])[N:3]=2)=[N:11][CH:10]=1, predict the reactants needed to synthesize it. The reactants are: Cl[C:2]1[S:6][N:5]=[C:4]([S:7][CH3:8])[N:3]=1.[N:9]1[CH:14]=[CH:13][C:12]([CH2:15][OH:16])=[N:11][CH:10]=1.[H-].[Na+].[Cl-].[Na+]. (6) Given the product [OH:26][C:23]([CH3:25])([CH3:24])[CH2:22][CH2:21][CH2:20][CH2:19][CH2:18][N:14]1[C:15](=[O:17])[C:16]2[NH:8][CH:9]=[N:10][C:11]=2[N:12]([CH3:28])[C:13]1=[O:27], predict the reactants needed to synthesize it. The reactants are: C([N:8]1[C:16]2[C:15](=[O:17])[N:14]([CH2:18][CH2:19][CH2:20][CH2:21][CH2:22][C:23]([OH:26])([CH3:25])[CH3:24])[C:13](=[O:27])[N:12]([CH3:28])[C:11]=2[N:10]=[CH:9]1)C1C=CC=CC=1.C(N1C2C(=O)NC(=O)N(C)C=2N=C1)C1C=CC=CC=1.BrCCCCCC(O)(C)C.